This data is from Catalyst prediction with 721,799 reactions and 888 catalyst types from USPTO. The task is: Predict which catalyst facilitates the given reaction. Reactant: [CH3:1]/[C:2](/[C:5]([CH3:7])=[O:6])=[N:3]\[OH:4].[Cl:8][C:9]1[CH:16]=[CH:15][C:12]([CH:13]=O)=[CH:11][CH:10]=1.C(O)(=O)C.Cl. Product: [Cl:8][C:9]1[CH:16]=[CH:15][C:12]([C:13]2[O:6][C:5]([CH3:7])=[C:2]([CH3:1])[N+:3]=2[O-:4])=[CH:11][CH:10]=1. The catalyst class is: 27.